Task: Predict the reactants needed to synthesize the given product.. Dataset: Full USPTO retrosynthesis dataset with 1.9M reactions from patents (1976-2016) The reactants are: [Si:1]([O:8][C@@H:9]([CH2:28][O:29][CH3:30])[CH2:10][O:11][C:12]1[CH:13]=[CH:14][C:15]([NH:18][C:19]2[C:20](=[O:27])[N:21]([CH3:26])[N:22]=[C:23](Cl)[CH:24]=2)=[N:16][CH:17]=1)([C:4]([CH3:7])([CH3:6])[CH3:5])([CH3:3])[CH3:2].C([O:34][CH2:35][C:36]1[C:41](B2OC(C)(C)C(C)(C)O2)=[CH:40][CH:39]=[CH:38][C:37]=1[N:51]1[N:60]=[CH:59][C:58]2[C:53](=[C:54]([F:65])[CH:55]=[C:56]([C:61]([CH3:64])([CH3:63])[CH3:62])[CH:57]=2)[C:52]1=[O:66])(=O)C.CC(C1C=C(C(C)C)C(C2C=CC=CC=2P(C2CCCCC2)C2CCCCC2)=C(C(C)C)C=1)C.[O-]P([O-])([O-])=O.[K+].[K+].[K+].[OH-].[Na+]. Given the product [C:61]([C:56]1[CH:57]=[C:58]2[C:53](=[C:54]([F:65])[CH:55]=1)[C:52](=[O:66])[N:51]([C:37]1[CH:38]=[CH:39][CH:40]=[C:41]([C:23]3[CH:24]=[C:19]([NH:18][C:15]4[CH:14]=[CH:13][C:12]([O:11][CH2:10][C@@H:9]([O:8][Si:1]([C:4]([CH3:7])([CH3:6])[CH3:5])([CH3:3])[CH3:2])[CH2:28][O:29][CH3:30])=[CH:17][N:16]=4)[C:20](=[O:27])[N:21]([CH3:26])[N:22]=3)[C:36]=1[CH2:35][OH:34])[N:60]=[CH:59]2)([CH3:64])([CH3:62])[CH3:63], predict the reactants needed to synthesize it.